The task is: Predict the product of the given reaction.. This data is from Forward reaction prediction with 1.9M reactions from USPTO patents (1976-2016). (1) Given the reactants Cl.[CH2:2]1[C:10]2[C:5](=[CH:6][CH:7]=[CH:8][CH:9]=2)[CH2:4][CH:3]1[NH:11][C:12]1[N:13]=[CH:14][C:15]2[CH2:21][N:20](C(OC(C)(C)C)=O)[CH2:19][CH2:18][C:16]=2[N:17]=1.COC(C)(C)C.O, predict the reaction product. The product is: [CH2:2]1[C:10]2[C:5](=[CH:6][CH:7]=[CH:8][CH:9]=2)[CH2:4][CH:3]1[NH:11][C:12]1[N:13]=[CH:14][C:15]2[CH2:21][NH:20][CH2:19][CH2:18][C:16]=2[N:17]=1. (2) Given the reactants [F:1][C:2]([F:8])([F:7])[CH2:3][C:4](O)=[O:5].F[P-](F)(F)(F)(F)F.C[NH2+]C.C(N(C(C)C)CC)(C)C.[NH:28]1[CH2:33][CH2:32][CH2:31][C@@H:30]([NH:34][C:35]2[CH:40]=[CH:39][N:38]=[C:37]([C:41]3[CH:42]=[N:43][N:44]4[CH:49]=[CH:48][C:47]([C:50]#[N:51])=[CH:46][C:45]=34)[N:36]=2)[CH2:29]1, predict the reaction product. The product is: [F:1][C:2]([F:8])([F:7])[CH2:3][C:4]([N:28]1[CH2:33][CH2:32][CH2:31][C@@H:30]([NH:34][C:35]2[CH:40]=[CH:39][N:38]=[C:37]([C:41]3[CH:42]=[N:43][N:44]4[CH:49]=[CH:48][C:47]([C:50]#[N:51])=[CH:46][C:45]=34)[N:36]=2)[CH2:29]1)=[O:5]. (3) Given the reactants Br[C:2]1[CH:3]=[N:4][C:5]([CH3:8])=[N:6][CH:7]=1.B1(B2OC(C)(C)C(C)(C)O2)OC(C)(C)C(C)(C)O1.C([O-])(=O)C.[K+].[F:32][C:33]1[CH:34]=[C:35]2[C:39](=[C:40]([F:43])[C:41]=1I)[N:38]([CH3:44])[C:37](=[O:45])[C:36]2([CH3:47])[CH3:46], predict the reaction product. The product is: [F:32][C:33]1[CH:34]=[C:35]2[C:39](=[C:40]([F:43])[C:41]=1[C:2]1[CH:3]=[N:4][C:5]([CH3:8])=[N:6][CH:7]=1)[N:38]([CH3:44])[C:37](=[O:45])[C:36]2([CH3:47])[CH3:46]. (4) Given the reactants [NH2:1][C@@H:2]1[C:11]2[C:6](=[CH:7][CH:8]=[CH:9][CH:10]=2)[C@H:5]([OH:12])[CH2:4][CH2:3]1.[H-].[Na+].F[C:16]1[CH:17]=[CH:18][C:19]2[N:20]([C:22]([N:25]3[CH2:30][CH2:29][CH2:28][C@@H:27]([CH2:31][O:32][Si:33]([CH:40]([CH3:42])[CH3:41])([CH:37]([CH3:39])[CH3:38])[CH:34]([CH3:36])[CH3:35])[CH2:26]3)=[N:23][N:24]=2)[CH:21]=1, predict the reaction product. The product is: [CH:40]([Si:33]([CH:34]([CH3:36])[CH3:35])([CH:37]([CH3:39])[CH3:38])[O:32][CH2:31][C@@H:27]1[CH2:28][CH2:29][CH2:30][N:25]([C:22]2[N:20]3[CH:21]=[C:16]([O:12][C@H:5]4[C:6]5[C:11](=[CH:10][CH:9]=[CH:8][CH:7]=5)[C@@H:2]([NH2:1])[CH2:3][CH2:4]4)[CH:17]=[CH:18][C:19]3=[N:24][N:23]=2)[CH2:26]1)([CH3:41])[CH3:42]. (5) Given the reactants C([NH:5][S:6]([C:9]1[S:10][C:11]([C:14]2[CH:19]=[C:18]([C:20]3[N:25]=[C:24]([C:26]4[CH:31]=[CH:30][C:29]([F:32])=[CH:28][CH:27]=4)[CH:23]=[C:22]([C:33]([F:36])([F:35])[F:34])[N:21]=3)[CH:17]=[CH:16][N:15]=2)=[CH:12][CH:13]=1)(=[O:8])=[O:7])(C)(C)C.C(O)(C(F)(F)F)=O, predict the reaction product. The product is: [F:32][C:29]1[CH:28]=[CH:27][C:26]([C:24]2[CH:23]=[C:22]([C:33]([F:34])([F:35])[F:36])[N:21]=[C:20]([C:18]3[CH:17]=[CH:16][N:15]=[C:14]([C:11]4[S:10][C:9]([S:6]([NH2:5])(=[O:7])=[O:8])=[CH:13][CH:12]=4)[CH:19]=3)[N:25]=2)=[CH:31][CH:30]=1. (6) Given the reactants [N:1]1([C:7]2[N:12]=[C:11]([C:13]([F:16])([F:15])[F:14])[CH:10]=[CH:9][N:8]=2)[CH2:6][CH2:5][NH:4][CH2:3][CH2:2]1.[CH3:17][S:18]([C:21]1[CH:22]=[C:23]([C:33](O)=[O:34])[C:24]([C:27]2[CH:32]=[CH:31][CH:30]=[CH:29][CH:28]=2)=[CH:25][CH:26]=1)(=[O:20])=[O:19], predict the reaction product. The product is: [CH3:17][S:18]([C:21]1[CH:26]=[CH:25][C:24]([C:27]2[CH:32]=[CH:31][CH:30]=[CH:29][CH:28]=2)=[C:23]([C:33]([N:4]2[CH2:5][CH2:6][N:1]([C:7]3[N:12]=[C:11]([C:13]([F:14])([F:16])[F:15])[CH:10]=[CH:9][N:8]=3)[CH2:2][CH2:3]2)=[O:34])[CH:22]=1)(=[O:19])=[O:20]. (7) The product is: [CH3:13][C:14]([CH3:27])([CH3:26])[C:15]([O:17][N:18]([C:19]([O:21][C:22]([CH3:25])([CH3:24])[CH3:23])=[O:20])[S:7]([C:3]1[S:4][CH:5]=[CH:6][C:2]=1[Br:1])(=[O:9])=[O:8])=[O:16]. Given the reactants [Br:1][C:2]1[CH:6]=[CH:5][S:4][C:3]=1[S:7](Cl)(=[O:9])=[O:8].[H-].[Na+].[CH3:13][C:14]([CH3:27])([CH3:26])[C:15]([O:17][NH:18][C:19]([O:21][C:22]([CH3:25])([CH3:24])[CH3:23])=[O:20])=[O:16], predict the reaction product. (8) Given the reactants C(O)(=O)C.[N+:5]([C:8]1[CH:13]=[CH:12][C:11]([S:14](Cl)(=[O:16])=[O:15])=[CH:10][CH:9]=1)([O-:7])=[O:6].[F:18][C:19]([F:28])([F:27])[C:20]1[CH:26]=[CH:25][C:23]([NH2:24])=[CH:22][CH:21]=1.C([O-])(=O)C.[Na+], predict the reaction product. The product is: [N+:5]([C:8]1[CH:13]=[CH:12][C:11]([S:14]([NH:24][C:23]2[CH:25]=[CH:26][C:20]([C:19]([F:18])([F:27])[F:28])=[CH:21][CH:22]=2)(=[O:16])=[O:15])=[CH:10][CH:9]=1)([O-:7])=[O:6].